This data is from Full USPTO retrosynthesis dataset with 1.9M reactions from patents (1976-2016). The task is: Predict the reactants needed to synthesize the given product. The reactants are: [Br:1][C:2]1[CH:3]=[C:4]2[C:9](=[CH:10][CH:11]=1)[N:8]=[CH:7][C:6]([C:12]([CH:14]1[CH2:16][CH2:15]1)=[O:13])=[C:5]2Cl.[NH2:18][C:19]1[CH:20]=[CH:21][C:22]([NH:25][CH:26]2[CH2:31][CH2:30][CH2:29][N:28]([C:32]([O:34][C:35]([CH3:38])([CH3:37])[CH3:36])=[O:33])[CH2:27]2)=[N:23][CH:24]=1. Given the product [Br:1][C:2]1[CH:3]=[C:4]2[C:9](=[CH:10][CH:11]=1)[N:8]=[CH:7][C:6]([C:12]([CH:14]1[CH2:16][CH2:15]1)=[O:13])=[C:5]2[NH:18][C:19]1[CH:20]=[CH:21][C:22]([NH:25][CH:26]2[CH2:31][CH2:30][CH2:29][N:28]([C:32]([O:34][C:35]([CH3:38])([CH3:37])[CH3:36])=[O:33])[CH2:27]2)=[N:23][CH:24]=1, predict the reactants needed to synthesize it.